Dataset: NCI-60 drug combinations with 297,098 pairs across 59 cell lines. Task: Regression. Given two drug SMILES strings and cell line genomic features, predict the synergy score measuring deviation from expected non-interaction effect. (1) Drug 1: CN1C2=C(C=C(C=C2)N(CCCl)CCCl)N=C1CCCC(=O)O.Cl. Drug 2: C1CCC(C(C1)N)N.C(=O)(C(=O)[O-])[O-].[Pt+4]. Cell line: SK-MEL-28. Synergy scores: CSS=18.1, Synergy_ZIP=-2.39, Synergy_Bliss=0.113, Synergy_Loewe=-6.02, Synergy_HSA=0.667. (2) Drug 1: CCN(CC)CCCC(C)NC1=C2C=C(C=CC2=NC3=C1C=CC(=C3)Cl)OC. Drug 2: C(CCl)NC(=O)N(CCCl)N=O. Cell line: UO-31. Synergy scores: CSS=4.73, Synergy_ZIP=3.26, Synergy_Bliss=7.12, Synergy_Loewe=4.31, Synergy_HSA=4.26. (3) Drug 1: C1CN(CCN1C(=O)CCBr)C(=O)CCBr. Drug 2: COCCOC1=C(C=C2C(=C1)C(=NC=N2)NC3=CC=CC(=C3)C#C)OCCOC.Cl. Cell line: MDA-MB-231. Synergy scores: CSS=10.2, Synergy_ZIP=-4.04, Synergy_Bliss=-1.19, Synergy_Loewe=-1.97, Synergy_HSA=-1.45. (4) Drug 1: CC1=C2C(C(=O)C3(C(CC4C(C3C(C(C2(C)C)(CC1OC(=O)C(C(C5=CC=CC=C5)NC(=O)OC(C)(C)C)O)O)OC(=O)C6=CC=CC=C6)(CO4)OC(=O)C)OC)C)OC. Drug 2: CC1=C(C(=CC=C1)Cl)NC(=O)C2=CN=C(S2)NC3=CC(=NC(=N3)C)N4CCN(CC4)CCO. Cell line: DU-145. Synergy scores: CSS=47.3, Synergy_ZIP=5.14, Synergy_Bliss=2.55, Synergy_Loewe=-15.9, Synergy_HSA=2.33. (5) Drug 1: C1CCC(CC1)NC(=O)N(CCCl)N=O. Drug 2: CCC1=C2CN3C(=CC4=C(C3=O)COC(=O)C4(CC)O)C2=NC5=C1C=C(C=C5)O. Cell line: U251. Synergy scores: CSS=55.6, Synergy_ZIP=-3.23, Synergy_Bliss=0.141, Synergy_Loewe=1.000, Synergy_HSA=4.67. (6) Drug 1: CC1CCC2CC(C(=CC=CC=CC(CC(C(=O)C(C(C(=CC(C(=O)CC(OC(=O)C3CCCCN3C(=O)C(=O)C1(O2)O)C(C)CC4CCC(C(C4)OC)O)C)C)O)OC)C)C)C)OC. Drug 2: CC12CCC3C(C1CCC2OP(=O)(O)O)CCC4=C3C=CC(=C4)OC(=O)N(CCCl)CCCl.[Na+]. Cell line: SK-MEL-5. Synergy scores: CSS=36.0, Synergy_ZIP=-0.0934, Synergy_Bliss=-3.02, Synergy_Loewe=1.21, Synergy_HSA=1.21. (7) Drug 1: C1=C(C(=O)NC(=O)N1)N(CCCl)CCCl. Drug 2: CC12CCC3C(C1CCC2O)C(CC4=C3C=CC(=C4)O)CCCCCCCCCS(=O)CCCC(C(F)(F)F)(F)F. Cell line: SK-MEL-5. Synergy scores: CSS=7.78, Synergy_ZIP=-9.00, Synergy_Bliss=-7.00, Synergy_Loewe=-7.44, Synergy_HSA=-6.78. (8) Drug 1: CN(C(=O)NC(C=O)C(C(C(CO)O)O)O)N=O. Drug 2: COCCOC1=C(C=C2C(=C1)C(=NC=N2)NC3=CC=CC(=C3)C#C)OCCOC.Cl. Cell line: RPMI-8226. Synergy scores: CSS=-0.527, Synergy_ZIP=-1.72, Synergy_Bliss=-2.86, Synergy_Loewe=-10.9, Synergy_HSA=-2.87. (9) Drug 1: CNC(=O)C1=CC=CC=C1SC2=CC3=C(C=C2)C(=NN3)C=CC4=CC=CC=N4. Drug 2: CS(=O)(=O)CCNCC1=CC=C(O1)C2=CC3=C(C=C2)N=CN=C3NC4=CC(=C(C=C4)OCC5=CC(=CC=C5)F)Cl. Cell line: DU-145. Synergy scores: CSS=4.94, Synergy_ZIP=-0.566, Synergy_Bliss=-1.32, Synergy_Loewe=-9.64, Synergy_HSA=-5.62.